Predict the product of the given reaction. From a dataset of Forward reaction prediction with 1.9M reactions from USPTO patents (1976-2016). (1) Given the reactants [ClH:1].Cl.Cl.[C:4]1([N:10]2[CH2:15][CH2:14][N:13]([C:16]([O:18][CH2:19][CH2:20][N:21]3[CH2:26][CH2:25][NH:24][CH2:23][CH2:22]3)=[O:17])[CH2:12][CH2:11]2)[CH:9]=[CH:8][CH:7]=[CH:6][CH:5]=1.I[CH2:28][CH3:29].CCN(C(C)C)C(C)C.Cl, predict the reaction product. The product is: [ClH:1].[ClH:1].[ClH:1].[C:4]1([N:10]2[CH2:15][CH2:14][N:13]([C:16]([O:18][CH2:19][CH2:20][N:21]3[CH2:26][CH2:25][N:24]([CH2:28][CH3:29])[CH2:23][CH2:22]3)=[O:17])[CH2:12][CH2:11]2)[CH:5]=[CH:6][CH:7]=[CH:8][CH:9]=1. (2) Given the reactants [N:1]([CH2:4][C@H:5]([OH:15])[CH2:6][O:7][C:8]1[C:9](Cl)=[N:10][CH:11]=[CH:12][CH:13]=1)=[N+:2]=[N-:3].[H-].[Na+], predict the reaction product. The product is: [N:1]([CH2:4][C@@H:5]1[O:15][C:9]2=[N:10][CH:11]=[CH:12][CH:13]=[C:8]2[O:7][CH2:6]1)=[N+:2]=[N-:3]. (3) The product is: [CH3:9][N:10]([CH3:11])[C:5]1[CH:4]=[CH:3][C:2]([Br:1])=[CH:7][N:6]=1. Given the reactants [Br:1][C:2]1[CH:3]=[CH:4][C:5](F)=[N:6][CH:7]=1.[CH3:9][NH:10][CH3:11].O, predict the reaction product. (4) The product is: [CH3:13][O:12][C:7]1[CH:8]=[CH:9][CH:10]=[C:11]2[C:6]=1[N:5]=[C:4]([CH3:14])[CH:3]=[C:2]2[NH:15][CH:16]([C:20]1[CH:25]=[CH:24][CH:23]=[CH:22][CH:21]=1)[C:17]([NH2:19])=[O:18]. Given the reactants Cl[C:2]1[C:11]2[C:6](=[C:7]([O:12][CH3:13])[CH:8]=[CH:9][CH:10]=2)[N:5]=[C:4]([CH3:14])[CH:3]=1.[NH2:15][CH:16]([C:20]1[CH:25]=[CH:24][CH:23]=[CH:22][CH:21]=1)[C:17]([NH2:19])=[O:18].CN(C)C=O, predict the reaction product. (5) Given the reactants [OH:1][CH2:2][C:3]12[C:11]([CH3:13])([CH3:12])[CH:8]([CH2:9][CH2:10]1)[C:6](=[O:7])[C:4]2=[O:5].[C:14]([C:18]1[CH:23]=C(C)C=C(C(C)(C)C)[C:19]=1[OH:29])(C)(C)C.C(N(CC)CC)C.C(Cl)(=O)C(C)=C, predict the reaction product. The product is: [C:19]([O:1][CH2:2][C:3]12[C:11]([CH3:13])([CH3:12])[CH:8]([CH2:9][CH2:10]1)[C:6](=[O:7])[C:4]2=[O:5])(=[O:29])[C:18]([CH3:23])=[CH2:14]. (6) Given the reactants Br[C:2]1[N:3]=[C:4]2[C:10]([CH2:11][CH3:12])=[C:9]([C:13]3[CH:18]=[CH:17][C:16]([C:19]4([CH3:24])[O:23][CH2:22][CH2:21][O:20]4)=[CH:15][CH:14]=3)[N:8]([CH2:25][O:26][CH2:27][CH2:28][Si:29]([CH3:32])([CH3:31])[CH3:30])[C:5]2=[N:6][CH:7]=1.[Li][CH2:34][CH2:35][CH2:36]C.C([Cu])#N.C(Br)C=C.C([O-])(O)=O.[Na+], predict the reaction product. The product is: [CH2:36]([C:2]1[N:3]=[C:4]2[C:10]([CH2:11][CH3:12])=[C:9]([C:13]3[CH:14]=[CH:15][C:16]([C:19]4([CH3:24])[O:20][CH2:21][CH2:22][O:23]4)=[CH:17][CH:18]=3)[N:8]([CH2:25][O:26][CH2:27][CH2:28][Si:29]([CH3:30])([CH3:32])[CH3:31])[C:5]2=[N:6][CH:7]=1)[CH:35]=[CH2:34]. (7) Given the reactants [F:1][C:2]([F:16])([F:15])[C:3]1[CH:10]=[CH:9][C:8]([C:11]([F:14])([F:13])[F:12])=[CH:7][C:4]=1[CH2:5][OH:6].CCN(CC)CC.[CH3:24][S:25](Cl)(=[O:27])=[O:26].O, predict the reaction product. The product is: [F:1][C:2]([F:15])([F:16])[C:3]1[CH:10]=[CH:9][C:8]([C:11]([F:14])([F:12])[F:13])=[CH:7][C:4]=1[CH2:5][O:6][S:25]([CH3:24])(=[O:27])=[O:26]. (8) Given the reactants [F:1][C:2]1[CH:3]=[C:4]([C:10]2[CH:11]=[C:12]3[C:17](=[CH:18][CH:19]=2)[CH:16]=[C:15]([OH:20])[CH:14]=[CH:13]3)[CH:5]=[CH:6][C:7]=1[O:8]C.B(Br)(Br)Br, predict the reaction product. The product is: [F:1][C:2]1[CH:3]=[C:4]([C:10]2[CH:11]=[C:12]3[C:17](=[CH:18][CH:19]=2)[CH:16]=[C:15]([OH:20])[CH:14]=[CH:13]3)[CH:5]=[CH:6][C:7]=1[OH:8].